Dataset: Catalyst prediction with 721,799 reactions and 888 catalyst types from USPTO. Task: Predict which catalyst facilitates the given reaction. The catalyst class is: 254. Product: [NH2:7][C:8]1[N:13]=[CH:12][C:11]([C:14]2[N:15]=[C:16]([N:36]3[CH2:37][CH2:38][O:39][CH2:40][CH2:41]3)[C:17]3[N:23]=[CH:22][C:21]([C:24]4[CH:25]=[CH:26][C:27]([C:30]([NH:31][CH:32]5[CH2:33][CH2:34]5)=[O:35])=[CH:28][CH:29]=4)=[CH:20][C:18]=3[N:19]=2)=[CH:10][N:9]=1. Reactant: C(OC(=O)[NH:7][C:8]1[N:13]=[CH:12][C:11]([C:14]2[N:15]=[C:16]([N:36]3[CH2:41][CH2:40][O:39][CH2:38][CH2:37]3)[C:17]3[N:23]=[CH:22][C:21]([C:24]4[CH:29]=[CH:28][C:27]([C:30](=[O:35])[NH:31][CH:32]5[CH2:34][CH2:33]5)=[CH:26][CH:25]=4)=[CH:20][C:18]=3[N:19]=2)=[CH:10][N:9]=1)(C)(C)C.C(Cl)Cl.C(O)(C(F)(F)F)=O.